From a dataset of Reaction yield outcomes from USPTO patents with 853,638 reactions. Predict the reaction yield, written as a fraction of the theoretical maximum amount of product (1.0 means a 100% yield; for example, 0.34 means a 34% yield). (1) The reactants are [C:1]([CH2:3][C:4]([O:6][CH2:7]C(CC)CCCC)=[O:5])#N.[C:15]([C:23]1C=CC=[CH:25][CH:24]=1)(=O)[C:16]1[CH:21]=CC=[CH:18][CH:17]=1.C(O)(=O)CC.C([O-])(=O)C.[NH4+].C(C(=C)C(N)=O)#[N:40].[C:46]1([C:52]2[CH:57]=[CH:56][CH:55]=[CH:54][CH:53]=2)[CH:51]=[CH:50][CH:49]=[CH:48][CH:47]=1. No catalyst specified. The product is [C:7]([O:6][C:4](=[O:5])[CH:3]=[CH2:1])#[N:40].[CH2:17]([CH:16]([CH2:15][CH2:23][CH2:24][CH3:25])[CH2:21][C:48]1[CH:49]=[CH:50][CH:51]=[C:46]([C:52]2[CH:53]=[CH:54][CH:55]=[CH:56][CH:57]=2)[CH:47]=1)[CH3:18]. The yield is 0.760. (2) The reactants are Cl[CH2:2][CH2:3][N:4]1[C:12]2[C:7](=[CH:8][C:9]([O:13][CH3:14])=[CH:10][CH:11]=2)[C:6]([CH:15]=[O:16])=[C:5]1[C:17]1[C:18]([CH3:24])=[N:19][N:20]([CH3:23])[C:21]=1[CH3:22].[CH3:25][NH:26][CH3:27]. No catalyst specified. The product is [CH3:25][N:26]([CH3:27])[CH2:2][CH2:3][N:4]1[C:12]2[C:7](=[CH:8][C:9]([O:13][CH3:14])=[CH:10][CH:11]=2)[C:6]([CH:15]=[O:16])=[C:5]1[C:17]1[C:18]([CH3:24])=[N:19][N:20]([CH3:23])[C:21]=1[CH3:22]. The yield is 0.700.